This data is from Full USPTO retrosynthesis dataset with 1.9M reactions from patents (1976-2016). The task is: Predict the reactants needed to synthesize the given product. Given the product [CH3:22][O:21][C:9]1[C:8]2[CH2:7][CH2:6][NH:25][CH2:15][CH2:14][C:13]=2[CH:12]=[CH:11][CH:10]=1, predict the reactants needed to synthesize it. The reactants are: CS(O[CH2:6][CH2:7][C:8]1[C:13]([CH2:14][CH2:15]OS(C)(=O)=O)=[CH:12][CH:11]=[CH:10][C:9]=1[O:21][CH3:22])(=O)=O.C(#[N:25])C.